Dataset: Catalyst prediction with 721,799 reactions and 888 catalyst types from USPTO. Task: Predict which catalyst facilitates the given reaction. Reactant: [NH2:1][N:2]1[C:7](=[O:8])[C:6]2[CH:9]=[C:10]([F:17])[C:11](S(=S)(O)=O)=[N:12][C:5]=2[N:4]([CH:18]2[CH2:20][CH2:19]2)[C:3]1=[O:21].[C:22]([O:26][C:27](=[O:36])[NH:28][C@@H:29]([C@H:31]1[CH2:35][CH2:34][NH:33][CH2:32]1)[CH3:30])([CH3:25])([CH3:24])[CH3:23].C(N(CC)CC)C. Product: [C:22]([O:26][C:27](=[O:36])[NH:28][C@H:29]([C@@H:31]1[CH2:35][CH2:34][N:33]([C:11]2[C:10]([F:17])=[CH:9][C:6]3[C:7](=[O:8])[N:2]([NH2:1])[C:3](=[O:21])[N:4]([CH:18]4[CH2:20][CH2:19]4)[C:5]=3[N:12]=2)[CH2:32]1)[CH3:30])([CH3:23])([CH3:24])[CH3:25]. The catalyst class is: 10.